From a dataset of Kir2.1 potassium channel HTS with 301,493 compounds. Binary Classification. Given a drug SMILES string, predict its activity (active/inactive) in a high-throughput screening assay against a specified biological target. (1) The molecule is S(C=1N(CCN1)C(=O)c1sccc1)Cc1ccccc1. The result is 0 (inactive). (2) The drug is Clc1cc(S(=O)(=O)n2c(ncc2[N+]([O-])=O)C)c(OC)cc1. The result is 0 (inactive). (3) The molecule is O=C1C(/C2N(C(CC2)\C1=C/c1cc(ccc1)C)C)=C/c1c(cccc1)C. The result is 0 (inactive).